From a dataset of NCI-60 drug combinations with 297,098 pairs across 59 cell lines. Regression. Given two drug SMILES strings and cell line genomic features, predict the synergy score measuring deviation from expected non-interaction effect. (1) Drug 1: CCCCCOC(=O)NC1=NC(=O)N(C=C1F)C2C(C(C(O2)C)O)O. Drug 2: C(CC(=O)O)C(=O)CN.Cl. Cell line: HOP-62. Synergy scores: CSS=4.17, Synergy_ZIP=7.27, Synergy_Bliss=20.9, Synergy_Loewe=-1.33, Synergy_HSA=1.43. (2) Drug 1: CN1CCC(CC1)COC2=C(C=C3C(=C2)N=CN=C3NC4=C(C=C(C=C4)Br)F)OC. Drug 2: C1=NC2=C(N=C(N=C2N1C3C(C(C(O3)CO)O)O)F)N. Cell line: RPMI-8226. Synergy scores: CSS=-1.67, Synergy_ZIP=1.22, Synergy_Bliss=-3.90, Synergy_Loewe=-8.23, Synergy_HSA=-9.00. (3) Drug 1: C1C(C(OC1N2C=NC3=C(N=C(N=C32)Cl)N)CO)O. Drug 2: C(=O)(N)NO. Cell line: HCC-2998. Synergy scores: CSS=32.4, Synergy_ZIP=2.55, Synergy_Bliss=5.23, Synergy_Loewe=-20.1, Synergy_HSA=3.57. (4) Drug 1: CCC(=C(C1=CC=CC=C1)C2=CC=C(C=C2)OCCN(C)C)C3=CC=CC=C3.C(C(=O)O)C(CC(=O)O)(C(=O)O)O. Drug 2: CC(C)CN1C=NC2=C1C3=CC=CC=C3N=C2N. Cell line: KM12. Synergy scores: CSS=27.3, Synergy_ZIP=-0.472, Synergy_Bliss=-0.308, Synergy_Loewe=3.47, Synergy_HSA=-0.358.